From a dataset of Peptide-MHC class I binding affinity with 185,985 pairs from IEDB/IMGT. Regression. Given a peptide amino acid sequence and an MHC pseudo amino acid sequence, predict their binding affinity value. This is MHC class I binding data. (1) The peptide sequence is ASACHDGM. The MHC is Mamu-B17 with pseudo-sequence Mamu-B17. The binding affinity (normalized) is 0. (2) The peptide sequence is LPDVKSFVL. The MHC is HLA-B07:02 with pseudo-sequence HLA-B07:02. The binding affinity (normalized) is 0.591. (3) The peptide sequence is RYTKLSYL. The MHC is H-2-Kd with pseudo-sequence H-2-Kd. The binding affinity (normalized) is 0.134. (4) The peptide sequence is YLAENTFVV. The MHC is HLA-A02:01 with pseudo-sequence HLA-A02:01. The binding affinity (normalized) is 0.872. (5) The peptide sequence is KYLYFIKGL. The MHC is HLA-A01:01 with pseudo-sequence HLA-A01:01. The binding affinity (normalized) is 0.267. (6) The peptide sequence is NVEYRFLVI. The MHC is HLA-A24:02 with pseudo-sequence HLA-A24:02. The binding affinity (normalized) is 0.119.